Dataset: Peptide-MHC class I binding affinity with 185,985 pairs from IEDB/IMGT. Task: Regression. Given a peptide amino acid sequence and an MHC pseudo amino acid sequence, predict their binding affinity value. This is MHC class I binding data. (1) The peptide sequence is AVMFFPFWF. The MHC is HLA-A02:02 with pseudo-sequence HLA-A02:02. The binding affinity (normalized) is 0.181. (2) The peptide sequence is ISSIIRSLPK. The MHC is HLA-A11:01 with pseudo-sequence HLA-A11:01. The binding affinity (normalized) is 0.710.